This data is from Peptide-MHC class I binding affinity with 185,985 pairs from IEDB/IMGT. The task is: Regression. Given a peptide amino acid sequence and an MHC pseudo amino acid sequence, predict their binding affinity value. This is MHC class I binding data. (1) The peptide sequence is KYNQGQYM. The MHC is Mamu-B03 with pseudo-sequence Mamu-B03. The binding affinity (normalized) is 0.0460. (2) The peptide sequence is ELIKAMNHF. The MHC is HLA-B15:09 with pseudo-sequence HLA-B15:09. The binding affinity (normalized) is 0.355. (3) The peptide sequence is AEHFENQVL. The MHC is HLA-A31:01 with pseudo-sequence HLA-A31:01. The binding affinity (normalized) is 0.0847. (4) The peptide sequence is QTVEDEARRM. The MHC is HLA-B15:01 with pseudo-sequence HLA-B15:01. The binding affinity (normalized) is 0.0380. (5) The peptide sequence is IMIGVLVGV. The MHC is HLA-A02:03 with pseudo-sequence HLA-A02:03. The binding affinity (normalized) is 0.763.